From a dataset of Full USPTO retrosynthesis dataset with 1.9M reactions from patents (1976-2016). Predict the reactants needed to synthesize the given product. (1) Given the product [NH2:1][C:4]1[CH:5]=[CH:6][C:7]([C:10]2[N:11]=[C:12]([C:15]([O:17][CH2:18][CH3:19])=[O:16])[S:13][CH:14]=2)=[CH:8][CH:9]=1, predict the reactants needed to synthesize it. The reactants are: [N+:1]([C:4]1[CH:9]=[CH:8][C:7]([C:10]2[N:11]=[C:12]([C:15]([O:17][CH2:18][CH3:19])=[O:16])[S:13][CH:14]=2)=[CH:6][CH:5]=1)([O-])=O.[H][H]. (2) Given the product [NH2:11][C:7]1[CH:6]=[C:5]2[C:10](=[CH:9][CH:8]=1)[N:2]([CH3:1])[CH:3]=[C:4]2[CH:14]1[CH2:15][CH2:16][CH2:17][N:18]([C:20]([O:22][C:23]([CH3:26])([CH3:25])[CH3:24])=[O:21])[CH2:19]1, predict the reactants needed to synthesize it. The reactants are: [CH3:1][N:2]1[C:10]2[C:5](=[CH:6][C:7]([N+:11]([O-])=O)=[CH:8][CH:9]=2)[C:4]([C:14]2[CH2:15][CH2:16][CH2:17][N:18]([C:20]([O:22][C:23]([CH3:26])([CH3:25])[CH3:24])=[O:21])[CH:19]=2)=[CH:3]1.C(OCC)(=O)C. (3) The reactants are: [F:1][C:2]1[CH:25]=[CH:24][CH:23]=[C:22]([F:26])[C:3]=1[O:4][C:5]1[CH2:9][N:8]([CH:10]([CH2:14][CH:15]2[CH2:20][CH2:19][O:18][CH2:17][CH2:16]2)[C:11](O)=[O:12])[C:7](=[O:21])[CH:6]=1.F[P-](F)(F)(F)(F)F.Br[P+](N1CCCC1)(N1CCCC1)N1CCCC1.C(N(CC)C(C)C)(C)C.[CH3:60][O:61][C:62](=[O:70])[C:63]1[CH:68]=[CH:67][C:66]([NH2:69])=[N:65][CH:64]=1. Given the product [CH3:60][O:61][C:62](=[O:70])[C:63]1[CH:68]=[CH:67][C:66]([NH:69][C:11](=[O:12])[CH:10]([N:8]2[CH2:9][C:5]([O:4][C:3]3[C:22]([F:26])=[CH:23][CH:24]=[CH:25][C:2]=3[F:1])=[CH:6][C:7]2=[O:21])[CH2:14][CH:15]2[CH2:20][CH2:19][O:18][CH2:17][CH2:16]2)=[N:65][CH:64]=1, predict the reactants needed to synthesize it. (4) Given the product [CH:4]1[C:3]2[C:8](=[N:9][C:10]3[C:15]([C:2]=2[NH:1][C:17]2[CH:25]=[CH:24][C:20]([C:21]([OH:23])=[O:22])=[CH:19][C:18]=2[N+:26]([O-:28])=[O:27])=[CH:14][CH:13]=[CH:12][CH:11]=3)[CH:7]=[CH:6][CH:5]=1, predict the reactants needed to synthesize it. The reactants are: [NH2:1][C:2]1[C:3]2[C:8]([N:9]=[C:10]3[C:15]=1[CH:14]=[CH:13][CH:12]=[CH:11]3)=[CH:7][CH:6]=[CH:5][CH:4]=2.Cl[C:17]1[CH:25]=[CH:24][C:20]([C:21]([OH:23])=[O:22])=[CH:19][C:18]=1[N+:26]([O-:28])=[O:27].O.Cl. (5) Given the product [Cl:23][C:24]1[CH:29]=[CH:28][C:27]([C:16]2[C:15]([C:14]([NH:13][CH2:12][CH2:11][C:5]3[C:4]4[C:8](=[CH:9][CH:10]=[C:2]([Cl:1])[CH:3]=4)[NH:7][CH:6]=3)=[O:22])=[CH:20][CH:19]=[CH:18][CH:17]=2)=[CH:26][CH:25]=1, predict the reactants needed to synthesize it. The reactants are: [Cl:1][C:2]1[CH:3]=[C:4]2[C:8](=[CH:9][CH:10]=1)[NH:7][CH:6]=[C:5]2[CH2:11][CH2:12][NH:13][C:14](=[O:22])[C:15]1[CH:20]=[CH:19][CH:18]=[CH:17][C:16]=1I.[Cl:23][C:24]1[CH:29]=[CH:28][C:27](B(O)O)=[CH:26][CH:25]=1.C(=O)([O-])[O-].[Na+].[Na+]. (6) Given the product [NH2:11][C@:12]1([C:19]([O:21][CH2:22][CH3:23])=[O:20])[CH2:17][C:16](=[O:18])[NH:15][C:13]1=[O:14], predict the reactants needed to synthesize it. The reactants are: C(OC([NH:11][C@:12]1([C:19]([O:21][CH2:22][CH3:23])=[O:20])[CH2:17][C:16](=[O:18])[NH:15][C:13]1=[O:14])=O)C1C=CC=CC=1.O.[H][H].